From a dataset of Full USPTO retrosynthesis dataset with 1.9M reactions from patents (1976-2016). Predict the reactants needed to synthesize the given product. (1) Given the product [Cl-:13].[Cl:13][CH2:12][CH2:7][NH+:6]([CH2:2][CH3:3])[CH2:35][CH3:36], predict the reactants needed to synthesize it. The reactants are: N[C:2]1[N:6]([C:7]2[C:12]([Cl:13])=CC(C(F)(F)F)=CC=2Cl)N=C(C#N)[C:3]=1S(C(F)(F)F)=O.P([O-])([O-])([O-])=O.[K+].[K+].[K+].[CH3:35][CH2:36]CCCCC.C(OCC)(=O)C.O. (2) Given the product [S:40]([C:37]1[CH:38]=[CH:39][C:12]([CH2:11][CH2:10][NH:13][C:14]([C:16]2[S:17][CH:18]=[CH:19][C:20]=2[NH:21][C:22]2[CH:27]=[CH:26][N:25]=[C:24]3[NH:28][CH:29]=[CH:30][C:23]=23)=[O:15])=[CH:35][CH:36]=1)(=[O:42])(=[O:41])[NH2:43], predict the reactants needed to synthesize it. The reactants are: C(OC(N1[CH2:12][CH2:11][CH:10]([NH:13][C:14]([C:16]2[S:17][CH:18]=[CH:19][C:20]=2[NH:21][C:22]2[CH:27]=[CH:26][N:25]=[C:24]3[NH:28][CH:29]=[CH:30][C:23]=23)=[O:15])C1)=O)(C)(C)C.NCCC1[CH:39]=[CH:38][C:37]([S:40]([NH2:43])(=[O:42])=[O:41])=[CH:36][CH:35]=1. (3) Given the product [I:14][C:8]1[CH:9]=[C:10]2[C:2](=[C:3]([C:4]([OH:6])=[O:5])[CH:7]=1)[N:1]=[CH:15][N:26]([C:27]1[CH:28]=[C:29]([C:30]([O:32][CH3:33])=[O:31])[CH:34]=[CH:35][C:36]=1[CH3:37])[C:11]2=[O:13], predict the reactants needed to synthesize it. The reactants are: [NH2:1][C:2]1[C:10]([C:11]([OH:13])=O)=[CH:9][C:8]([I:14])=[CH:7][C:3]=1[C:4]([OH:6])=[O:5].[CH:15](OC)(OC)OC.C(O)(=O)C.[NH2:26][C:27]1[CH:28]=[C:29]([CH:34]=[CH:35][C:36]=1[CH3:37])[C:30]([O:32][CH3:33])=[O:31]. (4) The reactants are: [Cl:1][C:2]1[CH:3]=[C:4]([CH:13]=[O:14])[C:5]([OH:12])=[C:6]([CH:11]=1)[C:7]([O:9][CH3:10])=[O:8].C([O-])([O-])=O.[K+].[K+].Br[CH2:22][C:23]#[N:24].O. Given the product [Cl:1][C:2]1[CH:3]=[C:4]([CH:13]=[O:14])[C:5]([O:12][CH2:22][C:23]#[N:24])=[C:6]([CH:11]=1)[C:7]([O:9][CH3:10])=[O:8], predict the reactants needed to synthesize it. (5) Given the product [F:27][C:28]1[CH:33]=[CH:32][CH:31]=[C:30]([F:34])[C:29]=1[CH2:35][O:36][CH2:37][C:38]1([CH3:40])[O:7][N:6]=[C:5]([C:4]2[CH:8]=[CH:9][CH:10]=[CH:11][C:3]=2[C:2]([F:12])([F:13])[F:1])[CH2:39]1, predict the reactants needed to synthesize it. The reactants are: [F:1][C:2]([F:13])([F:12])[C:3]1[CH:11]=[CH:10][CH:9]=[CH:8][C:4]=1[CH:5]=[N:6][OH:7].ClN1C(=O)CCC1=O.C([O-])(O)=O.[Na+].[F:27][C:28]1[CH:33]=[CH:32][CH:31]=[C:30]([F:34])[C:29]=1[CH2:35][O:36][CH2:37][C:38]([CH3:40])=[CH2:39]. (6) Given the product [CH3:1][O:2][C:3]1[CH:4]=[C:5]2[C:10](=[CH:11][C:12]=1[O:13][CH3:14])[N:9]=[C:8]([NH:15][CH3:16])[N:7]=[C:6]2[C:17]1[CH:22]=[CH:21][CH:20]=[C:19]([CH2:23][CH2:24][C:25]2[CH:26]=[CH:27][CH:28]=[CH:29][CH:30]=2)[CH:18]=1, predict the reactants needed to synthesize it. The reactants are: [CH3:1][O:2][C:3]1[CH:4]=[C:5]2[C:10](=[CH:11][C:12]=1[O:13][CH3:14])[N:9]=[C:8]([NH:15][CH3:16])[N:7]=[C:6]2[C:17]1[CH:22]=[CH:21][CH:20]=[C:19]([C:23]#[C:24][C:25]2[CH:30]=[CH:29][CH:28]=[CH:27][CH:26]=2)[CH:18]=1.C(N(CC)CC)C.C(O)C.[H][H]. (7) Given the product [CH2:21]([O:28][C:29]1[CH:34]=[CH:33][C:32]([NH:35][C:2]2[C:11]3[C:6](=[CH:7][C:8]([O:16][CH2:17][CH3:18])=[C:9]([NH:12][C:13](=[O:15])[CH3:14])[CH:10]=3)[N:5]=[CH:4][C:3]=2[C:19]#[N:20])=[CH:31][C:30]=1[Cl:36])[C:22]1[CH:23]=[CH:24][CH:25]=[CH:26][CH:27]=1, predict the reactants needed to synthesize it. The reactants are: Cl[C:2]1[C:11]2[C:6](=[CH:7][C:8]([O:16][CH2:17][CH3:18])=[C:9]([NH:12][C:13](=[O:15])[CH3:14])[CH:10]=2)[N:5]=[CH:4][C:3]=1[C:19]#[N:20].[CH2:21]([O:28][C:29]1[CH:34]=[CH:33][C:32]([NH2:35])=[CH:31][C:30]=1[Cl:36])[C:22]1[CH:27]=[CH:26][CH:25]=[CH:24][CH:23]=1.Cl.N1C=CC=CC=1. (8) Given the product [Cl:19][C:16]1[CH:17]=[CH:18][C:13]([C:5]2[N:6]=[C:7]3[CH:12]=[CH:11][CH:10]=[CH:9][N:8]3[C:4]=2[CH2:3][N:23]2[CH:24]=[CH:25][C:26](=[O:27])[N:21]([CH3:20])[C:22]2=[O:28])=[CH:14][CH:15]=1, predict the reactants needed to synthesize it. The reactants are: Cl.Cl[CH2:3][C:4]1[N:8]2[CH:9]=[CH:10][CH:11]=[CH:12][C:7]2=[N:6][C:5]=1[C:13]1[CH:18]=[CH:17][C:16]([Cl:19])=[CH:15][CH:14]=1.[CH3:20][N:21]1[C:26](=[O:27])[CH:25]=[CH:24][NH:23][C:22]1=[O:28].